This data is from Catalyst prediction with 721,799 reactions and 888 catalyst types from USPTO. The task is: Predict which catalyst facilitates the given reaction. (1) Reactant: [BH4-].[Na+].Cl.[NH2:4][C:5]([C:10]1[CH:15]=[CH:14][CH:13]=[C:12]([Br:16])[CH:11]=1)([CH3:9])[C:6](O)=[O:7].B(F)(F)F.O(CC)CC. Product: [NH2:4][C:5]([C:10]1[CH:15]=[CH:14][CH:13]=[C:12]([Br:16])[CH:11]=1)([CH3:9])[CH2:6][OH:7]. The catalyst class is: 1. (2) Reactant: [H-].[Na+].[BH4-].[Na+].O.[NH2:6][C:7]1[N:12]=[C:11]([SH:13])[N:10]=[C:9]([OH:14])[CH:8]=1.Cl[C@@H:16]([C:18]1[CH:23]=[CH:22][CH:21]=[CH:20][C:19]=1[F:24])[CH3:17]. Product: [NH2:6][C:7]1[N:12]=[C:11]([S:13][C@H:16]([C:18]2[CH:23]=[CH:22][CH:21]=[CH:20][C:19]=2[F:24])[CH3:17])[N:10]=[C:9]([OH:14])[CH:8]=1. The catalyst class is: 3.